From a dataset of Catalyst prediction with 721,799 reactions and 888 catalyst types from USPTO. Predict which catalyst facilitates the given reaction. (1) Reactant: CCO.O.[Cl:5][C:6]1[CH:11]=[CH:10][C:9]([C:12]2[CH:13]=[C:14]([C:17]([O:19]C)=[O:18])[NH:15][CH:16]=2)=[CH:8][CH:7]=1.[OH-].[Na+]. Product: [Cl:5][C:6]1[CH:11]=[CH:10][C:9]([C:12]2[CH:13]=[C:14]([C:17]([OH:19])=[O:18])[NH:15][CH:16]=2)=[CH:8][CH:7]=1. The catalyst class is: 14. (2) Reactant: [NH2:1][C:2]1[CH:7]=[CH:6][C:5]([Br:8])=[CH:4][C:3]=1[C:9](=[O:11])[CH3:10].[BH4-].[Na+]. Product: [NH2:1][C:2]1[CH:7]=[CH:6][C:5]([Br:8])=[CH:4][C:3]=1[CH:9]([OH:11])[CH3:10]. The catalyst class is: 5. (3) Reactant: C[O:2][C:3](=[O:28])[CH:4]([C:12]1[CH:17]=[CH:16][C:15]([N:18]2[C:22]([C:23]([F:26])([F:25])[F:24])=[N:21][N:20]=[N:19]2)=[C:14]([Cl:27])[CH:13]=1)[CH2:5][CH:6]1[CH2:11][CH2:10][CH2:9][CH2:8][CH2:7]1.[OH-].[Na+]. Product: [Cl:27][C:14]1[CH:13]=[C:12]([CH:4]([CH2:5][CH:6]2[CH2:11][CH2:10][CH2:9][CH2:8][CH2:7]2)[C:3]([OH:28])=[O:2])[CH:17]=[CH:16][C:15]=1[N:18]1[C:22]([C:23]([F:26])([F:24])[F:25])=[N:21][N:20]=[N:19]1. The catalyst class is: 8. (4) Reactant: [C:1](=[O:4])([O-])[O-].[K+].[K+].[CH2:7](I)[CH2:8][CH2:9][CH3:10].O[C:13]1[CH:20]=[C:19]([OH:21])[CH:18]=[CH:17][C:14]=1[CH:15]=[O:16].CI. Product: [CH2:7]([O:21][C:19]1[CH:20]=[CH:13][C:14]([CH:15]=[O:16])=[C:17]([O:4][CH3:1])[CH:18]=1)[CH2:8][CH2:9][CH3:10]. The catalyst class is: 9. (5) Reactant: [F:1][C:2]1[CH:10]=[C:9]2[C:5]([C:6]([CH3:11])=[CH:7][NH:8]2)=[CH:4][CH:3]=1.[H-].[Na+].[CH3:14][O:15][C:16]1[C:25]2[C:20](=[CH:21][CH:22]=[CH:23][CH:24]=2)[C:19]([S:26](Cl)(=[O:28])=[O:27])=[CH:18][C:17]=1[N:30]1[CH2:35][CH2:34][N:33]([C:36](=[O:41])[C:37]([Cl:40])([Cl:39])[Cl:38])[CH2:32][CH2:31]1. Product: [Cl:40][C:37]([Cl:38])([Cl:39])[C:36]([N:33]1[CH2:34][CH2:35][N:30]([C:17]2[CH:18]=[C:19]([S:26]([N:8]3[C:9]4[C:5](=[CH:4][CH:3]=[C:2]([F:1])[CH:10]=4)[C:6]([CH3:11])=[CH:7]3)(=[O:27])=[O:28])[C:20]3[C:25](=[CH:24][CH:23]=[CH:22][CH:21]=3)[C:16]=2[O:15][CH3:14])[CH2:31][CH2:32]1)=[O:41]. The catalyst class is: 1. (6) Reactant: Cl.[Cl:2][C:3]1[N:8]=[CH:7][C:6]([CH2:9][N:10]2[CH:15]=[CH:14][CH:13]=[N:12][C:11]2=[NH:16])=[CH:5][CH:4]=1.C(N(CC)CC)C.[F:24][C:25]([F:36])([F:35])[C:26](O[C:26](=[O:27])[C:25]([F:36])([F:35])[F:24])=[O:27].O. Product: [Cl:2][C:3]1[N:8]=[CH:7][C:6]([CH2:9][N:10]2[CH:15]=[CH:14][CH:13]=[N:12][C:11]2=[N:16][C:26](=[O:27])[C:25]([F:36])([F:35])[F:24])=[CH:5][CH:4]=1. The catalyst class is: 4. (7) Reactant: [C:1]1([N:7]2[CH2:12][CH2:11][C:10]([CH2:20][NH:21][C:22]([NH:24][C:25]3[C:30]([CH:31]([CH3:33])[CH3:32])=[CH:29][C:28]([NH:34]C(OC(C)(C)C)=O)=[CH:27][C:26]=3[CH:42]([CH3:44])[CH3:43])=[O:23])([C:13]3[CH:18]=[CH:17][CH:16]=[C:15]([OH:19])[CH:14]=3)[CH2:9][CH2:8]2)[CH:6]=[CH:5][CH:4]=[CH:3][CH:2]=1.C(=O)([O-])[O-].[K+].[K+].Br[CH2:52][CH2:53][CH2:54][O:55]CC1C=CC=CC=1.O. Product: [C:1]1([N:7]2[CH2:8][CH2:9][C:10]([CH2:20][NH:21][C:22]([NH:24][C:25]3[C:30]([CH:31]([CH3:33])[CH3:32])=[CH:29][C:28]([NH2:34])=[CH:27][C:26]=3[CH:42]([CH3:43])[CH3:44])=[O:23])([C:13]3[CH:18]=[CH:17][CH:16]=[C:15]([O:19][CH2:52][CH2:53][CH2:54][OH:55])[CH:14]=3)[CH2:11][CH2:12]2)[CH:2]=[CH:3][CH:4]=[CH:5][CH:6]=1. The catalyst class is: 9. (8) The catalyst class is: 2. Reactant: COCOC.B(F)(F)F.[CH3:10]COCC.[C:15]([N:18]1[CH2:24][C:23]2[CH:25]=[CH:26][CH:27]=[CH:28][C:22]=2[NH:21][CH2:20][CH2:19]1)(=[O:17])[CH3:16].[CH:29]1[CH2:33][CH2:32][CH2:31][CH:30]=1.[OH-].[Na+]. Product: [C:15]([N:18]1[CH2:24][C:23]2=[C:22]3[C:28](=[CH:27][CH:26]=[CH:25]2)[CH:30]2[CH2:31][CH2:32][CH2:33][CH:29]2[CH2:10][N:21]3[CH2:20][CH2:19]1)(=[O:17])[CH3:16]. (9) Reactant: [C:1]([C:4]1[CH:5]=[C:6]([CH:11]=[CH:12][N:13]=1)[C:7]([O:9][CH3:10])=[O:8])(=[O:3])[CH3:2].[CH3:14][N:15]([CH3:18])[CH:16]=O.C[C:14]([N:15]([CH3:18])[CH3:16])=O. Product: [CH3:14][N:15]([CH3:18])/[CH:16]=[CH:2]\[C:1]([C:4]1[CH:5]=[C:6]([CH:11]=[CH:12][N:13]=1)[C:7]([O:9][CH3:10])=[O:8])=[O:3]. The catalyst class is: 11.